This data is from Catalyst prediction with 721,799 reactions and 888 catalyst types from USPTO. The task is: Predict which catalyst facilitates the given reaction. (1) Reactant: [CH3:1][O:2][C:3](=[O:31])[C@H:4]([CH2:16][C:17]1[CH:22]=[CH:21][C:20]([C:23]2[CH:28]=[CH:27][CH:26]=[CH:25][C:24]=2[CH2:29]O)=[CH:19][CH:18]=1)[NH:5][C:6](=[O:15])[C:7]1[C:12]([Cl:13])=[CH:11][CH:10]=[CH:9][C:8]=1[Cl:14].C(Br)(Br)(Br)[Br:33].C1C=CC(P(C2C=CC=CC=2)C2C=CC=CC=2)=CC=1. Product: [CH3:1][O:2][C:3](=[O:31])[C@H:4]([CH2:16][C:17]1[CH:22]=[CH:21][C:20]([C:23]2[CH:28]=[CH:27][CH:26]=[CH:25][C:24]=2[CH2:29][Br:33])=[CH:19][CH:18]=1)[NH:5][C:6](=[O:15])[C:7]1[C:12]([Cl:13])=[CH:11][CH:10]=[CH:9][C:8]=1[Cl:14]. The catalyst class is: 2. (2) Reactant: [CH:1]([C:4]1[N:5]=[C:6]([CH2:25][OH:26])[N:7]([CH2:18][C:19]2[CH:24]=[CH:23][N:22]=[CH:21][CH:20]=2)[C:8]=1[S:9][C:10]1[CH:15]=[CH:14][CH:13]=[C:12]([O:16]C)[CH:11]=1)([CH3:3])[CH3:2].B(Br)(Br)Br. Product: [OH:26][CH2:25][C:6]1[N:7]([CH2:18][C:19]2[CH:20]=[CH:21][N:22]=[CH:23][CH:24]=2)[C:8]([S:9][C:10]2[CH:11]=[C:12]([OH:16])[CH:13]=[CH:14][CH:15]=2)=[C:4]([CH:1]([CH3:3])[CH3:2])[N:5]=1. The catalyst class is: 2. (3) Reactant: [CH3:1][C:2]1[CH:20]=[CH:19][C:5]([C:6]([NH:8][C:9]2[S:10][C:11]3[CH:17]=[C:16]([CH3:18])[CH:15]=[CH:14][C:12]=3[N:13]=2)=[O:7])=[CH:4][CH:3]=1.C(=O)([O-])[O-].[K+].[K+].Br[CH:28]([CH2:34][CH3:35])[C:29]([O:31][CH2:32][CH3:33])=[O:30]. Product: [CH3:1][C:2]1[CH:3]=[CH:4][C:5]([C:6]([N:8]=[C:9]2[N:13]([CH:28]([CH2:34][CH3:35])[C:29]([O:31][CH2:32][CH3:33])=[O:30])[C:12]3[CH:14]=[CH:15][C:16]([CH3:18])=[CH:17][C:11]=3[S:10]2)=[O:7])=[CH:19][CH:20]=1. The catalyst class is: 9. (4) Product: [CH2:17]([O:24][C:4]1[CH:12]=[CH:11][C:7]([C:8]([OH:10])=[O:9])=[CH:6][C:5]=1[C:13]([F:16])([F:15])[F:14])[C:18]1[CH:23]=[CH:22][CH:21]=[CH:20][CH:19]=1. Reactant: [H-].[Na+].F[C:4]1[CH:12]=[CH:11][C:7]([C:8]([OH:10])=[O:9])=[CH:6][C:5]=1[C:13]([F:16])([F:15])[F:14].[CH2:17]([OH:24])[C:18]1[CH:23]=[CH:22][CH:21]=[CH:20][CH:19]=1.Cl. The catalyst class is: 58.